Task: Regression. Given a peptide amino acid sequence and an MHC pseudo amino acid sequence, predict their binding affinity value. This is MHC class I binding data.. Dataset: Peptide-MHC class I binding affinity with 185,985 pairs from IEDB/IMGT (1) The peptide sequence is GIFKNNDVR. The MHC is HLA-A33:01 with pseudo-sequence HLA-A33:01. The binding affinity (normalized) is 0.0521. (2) The peptide sequence is RRFKYLLNV. The MHC is HLA-B15:42 with pseudo-sequence HLA-B15:42. The binding affinity (normalized) is 0.213.